Dataset: Reaction yield outcomes from USPTO patents with 853,638 reactions. Task: Predict the reaction yield, written as a fraction of the theoretical maximum amount of product (1.0 means a 100% yield; for example, 0.34 means a 34% yield). (1) The reactants are Br[C:2]1[C:10]2[C:5](=[CH:6][CH:7]=[C:8]([C:11]#[N:12])[CH:9]=2)[N:4]([CH:13]2[CH2:18][CH2:17][CH2:16][CH2:15][O:14]2)[N:3]=1.[Cl:19][C:20]1[CH:25]=[CH:24][C:23](B(O)O)=[CH:22][CH:21]=1.ClCCl.P([O-])([O-])([O-])=O.[K+].[K+].[K+]. The catalyst is COCCOC.C1(P(C2C=CC=CC=2)[C-]2C=CC=C2)C=CC=CC=1.[C-]1(P(C2C=CC=CC=2)C2C=CC=CC=2)C=CC=C1.[Fe+2]. The product is [Cl:19][C:20]1[CH:25]=[CH:24][C:23]([C:2]2[C:10]3[C:5](=[CH:6][CH:7]=[C:8]([C:11]#[N:12])[CH:9]=3)[N:4]([CH:13]3[CH2:18][CH2:17][CH2:16][CH2:15][O:14]3)[N:3]=2)=[CH:22][CH:21]=1. The yield is 0.800. (2) The reactants are Cl.[CH:2]([NH2:4])=[NH:3].C[O-].[Na+].CO.[CH3:10][C:11]([CH3:20])([CH3:19])[C:12](=O)[CH2:13][C:14](OC)=[O:15]. The catalyst is C(O)(=O)C.O. The product is [C:11]([C:12]1[CH:13]=[C:14]([OH:15])[N:4]=[CH:2][N:3]=1)([CH3:20])([CH3:19])[CH3:10]. The yield is 0.490.